This data is from Forward reaction prediction with 1.9M reactions from USPTO patents (1976-2016). The task is: Predict the product of the given reaction. (1) The product is: [ClH:1].[N+:2]([C:5]1[CH:24]=[CH:23][C:8]([O:9][CH:10]2[CH2:11][CH2:12][NH:13][CH2:14][CH2:15]2)=[CH:7][CH:6]=1)([O-:4])=[O:3]. Given the reactants [ClH:1].[N+:2]([C:5]1[CH:24]=[CH:23][C:8]([O:9][CH:10]2[CH2:15][CH2:14][N:13](C(OC(C)(C)C)=O)[CH2:12][CH2:11]2)=[CH:7][CH:6]=1)([O-:4])=[O:3], predict the reaction product. (2) Given the reactants [Cl:1][C:2]1[CH:3]=[C:4]([CH:8]=[CH:9][C:10]=1[O:11][CH:12]([CH3:14])[CH3:13])[C:5]([OH:7])=O.[CH:15]1[CH:16]=[CH:17][C:18]2N(O)N=[N:21][C:19]=2C=1.CCN=C=N[CH2:30][CH2:31][CH2:32][N:33]([CH3:35])C.C[N:37](C=O)C, predict the reaction product. The product is: [Cl:1][C:2]1[CH:3]=[C:4]([C:5]2[O:7][N:21]=[C:19]([C:18]3[CH:17]=[C:16]4[C:32](=[CH:31][CH:30]=3)[NH:33][CH:35]=[CH:15]4)[N:37]=2)[CH:8]=[CH:9][C:10]=1[O:11][CH:12]([CH3:14])[CH3:13].